This data is from CYP3A4 inhibition data for predicting drug metabolism from PubChem BioAssay. The task is: Regression/Classification. Given a drug SMILES string, predict its absorption, distribution, metabolism, or excretion properties. Task type varies by dataset: regression for continuous measurements (e.g., permeability, clearance, half-life) or binary classification for categorical outcomes (e.g., BBB penetration, CYP inhibition). Dataset: cyp3a4_veith. (1) The drug is CCc1cc2c(=O)c(-c3cnn(-c4ccccc4)c3)coc2c(CN2CCOCC2)c1O. The result is 0 (non-inhibitor). (2) The molecule is O=S(=O)(c1ccccc1)N1CCC2(CCCN(Cc3nccs3)C2)CC1. The result is 1 (inhibitor). (3) The compound is CCN(CC)C[C@@H](O)c1ccc2ccc3ccccc3c2c1. The result is 0 (non-inhibitor). (4) The molecule is c1ccc(-c2ccc(N3CCCC4(CCNCC4)C3)cc2)cc1. The result is 1 (inhibitor).